Dataset: Reaction yield outcomes from USPTO patents with 853,638 reactions. Task: Predict the reaction yield, written as a fraction of the theoretical maximum amount of product (1.0 means a 100% yield; for example, 0.34 means a 34% yield). The reactants are C[O:2][C:3](=[O:15])[CH2:4][O:5][C:6]1[CH:11]=[CH:10][C:9]([N+:12]([O-:14])=[O:13])=[CH:8][CH:7]=1. The catalyst is Cl. The product is [N+:12]([C:9]1[CH:8]=[CH:7][C:6]([O:5][CH2:4][C:3]([OH:15])=[O:2])=[CH:11][CH:10]=1)([O-:14])=[O:13]. The yield is 0.921.